This data is from NCI-60 drug combinations with 297,098 pairs across 59 cell lines. The task is: Regression. Given two drug SMILES strings and cell line genomic features, predict the synergy score measuring deviation from expected non-interaction effect. (1) Drug 1: CN(C(=O)NC(C=O)C(C(C(CO)O)O)O)N=O. Drug 2: CC1C(C(CC(O1)OC2CC(CC3=C2C(=C4C(=C3O)C(=O)C5=CC=CC=C5C4=O)O)(C(=O)C)O)N)O. Cell line: DU-145. Synergy scores: CSS=39.9, Synergy_ZIP=1.44, Synergy_Bliss=0.767, Synergy_Loewe=-27.0, Synergy_HSA=0.761. (2) Drug 2: CC1C(C(=O)NC(C(=O)N2CCCC2C(=O)N(CC(=O)N(C(C(=O)O1)C(C)C)C)C)C(C)C)NC(=O)C3=C4C(=C(C=C3)C)OC5=C(C(=O)C(=C(C5=N4)C(=O)NC6C(OC(=O)C(N(C(=O)CN(C(=O)C7CCCN7C(=O)C(NC6=O)C(C)C)C)C)C(C)C)C)N)C. Drug 1: C1=C(C(=O)NC(=O)N1)F. Cell line: LOX IMVI. Synergy scores: CSS=42.2, Synergy_ZIP=13.1, Synergy_Bliss=12.1, Synergy_Loewe=12.7, Synergy_HSA=12.7. (3) Drug 1: C1=C(C(=O)NC(=O)N1)N(CCCl)CCCl. Drug 2: N.N.Cl[Pt+2]Cl. Cell line: HCC-2998. Synergy scores: CSS=4.81, Synergy_ZIP=-3.35, Synergy_Bliss=1.36, Synergy_Loewe=-0.273, Synergy_HSA=1.39. (4) Synergy scores: CSS=33.2, Synergy_ZIP=0.0404, Synergy_Bliss=4.85, Synergy_Loewe=-8.51, Synergy_HSA=6.36. Drug 1: CC(CN1CC(=O)NC(=O)C1)N2CC(=O)NC(=O)C2. Drug 2: CCN(CC)CCCC(C)NC1=C2C=C(C=CC2=NC3=C1C=CC(=C3)Cl)OC. Cell line: HCC-2998. (5) Drug 1: C1CC(=O)NC(=O)C1N2CC3=C(C2=O)C=CC=C3N. Drug 2: COC1=CC(=CC(=C1O)OC)C2C3C(COC3=O)C(C4=CC5=C(C=C24)OCO5)OC6C(C(C7C(O6)COC(O7)C8=CC=CS8)O)O. Cell line: SNB-75. Synergy scores: CSS=21.6, Synergy_ZIP=-9.12, Synergy_Bliss=-5.24, Synergy_Loewe=-11.8, Synergy_HSA=-3.34. (6) Drug 1: C1=CC(=CC=C1CC(C(=O)O)N)N(CCCl)CCCl.Cl. Drug 2: C1CNP(=O)(OC1)N(CCCl)CCCl. Cell line: NCI-H322M. Synergy scores: CSS=-6.92, Synergy_ZIP=2.32, Synergy_Bliss=-2.44, Synergy_Loewe=-6.10, Synergy_HSA=-6.25. (7) Drug 1: CC1=C(C=C(C=C1)NC(=O)C2=CC=C(C=C2)CN3CCN(CC3)C)NC4=NC=CC(=N4)C5=CN=CC=C5. Drug 2: C1=NC2=C(N=C(N=C2N1C3C(C(C(O3)CO)O)F)Cl)N. Cell line: DU-145. Synergy scores: CSS=-11.6, Synergy_ZIP=2.35, Synergy_Bliss=-8.41, Synergy_Loewe=-17.9, Synergy_HSA=-14.6.